From a dataset of Full USPTO retrosynthesis dataset with 1.9M reactions from patents (1976-2016). Predict the reactants needed to synthesize the given product. (1) Given the product [ClH:1].[Cl:1][C:2]1[CH:3]=[C:4]([C:12]2[O:16][N:15]=[C:14]([C:17]3[CH:26]=[CH:25][CH:24]=[C:23]4[C:18]=3[CH2:19][CH2:20][NH:21][CH2:22]4)[N:13]=2)[CH:5]=[CH:6][C:7]=1[O:8][CH:9]([CH3:11])[CH3:10], predict the reactants needed to synthesize it. The reactants are: [Cl:1][C:2]1[CH:3]=[C:4]([C:12]2[O:16][N:15]=[C:14]([C:17]3[CH:26]=[CH:25][CH:24]=[C:23]4[C:18]=3[CH2:19][CH2:20][N:21](C(OC(C)(C)C)=O)[CH2:22]4)[N:13]=2)[CH:5]=[CH:6][C:7]=1[O:8][CH:9]([CH3:11])[CH3:10]. (2) The reactants are: [Br:1][C:2]1[CH:7]=[CH:6][C:5]([OH:8])=[CH:4][N:3]=1.[H-].[Na+].I[CH3:12].O. Given the product [Br:1][C:2]1[CH:7]=[CH:6][C:5]([O:8][CH3:12])=[CH:4][N:3]=1, predict the reactants needed to synthesize it. (3) Given the product [Cl:40][C:13]1[CH:12]=[C:11]([CH2:10][CH2:9][C:5]2([CH:22]3[CH2:23][CH2:24][CH2:25][CH2:26]3)[O:4][C:3](=[O:27])[C:2]([S:88][C:86]3[N:85]([CH3:89])[C:84]4[CH:92]=[CH:93][C:81]([Cl:80])=[CH:82][C:83]=4[N:87]=3)=[C:7]([OH:8])[CH2:6]2)[CH:16]=[CH:15][C:14]=1[O:17][CH:18]([CH3:20])[CH3:19], predict the reactants needed to synthesize it. The reactants are: Cl[C:2]1[C:3](=[O:27])[O:4][C:5]([CH:22]2[CH2:26][CH2:25][CH2:24][CH2:23]2)([CH2:9][CH2:10][C:11]2[CH:16]=[CH:15][C:14]([O:17][CH:18]([CH3:20])[CH3:19])=[C:13](F)[CH:12]=2)[CH2:6][C:7]=1[OH:8].BrC1C=CC(OC(C)C)=C(F)C=1.[Cl:40]C1C(=O)OC(CCC2C=CC(OC)=C(Cl)C=2)(C2CCCC2)CC=1O.ClC1C2NC(S)=NC=2C=C(C(F)(F)F)C=1.[Cl:80][C:81]1[CH:93]=[CH:92][C:84]2[N:85]([CH:89](C)C)[C:86]([SH:88])=[N:87][C:83]=2[CH:82]=1. (4) Given the product [Br:1][CH2:2][C:3]([N:6]1[CH2:10][CH2:9][CH2:8][CH2:7]1)=[O:4], predict the reactants needed to synthesize it. The reactants are: [Br:1][CH2:2][C:3](Br)=[O:4].[NH:6]1[CH2:10][CH2:9][CH2:8][CH2:7]1. (5) Given the product [Cl:28][C:15]1[O:16][C:12]([C:4]2[CH:5]=[CH:6][C:7]([C:8]([F:9])([F:11])[F:10])=[C:2]([F:1])[CH:3]=2)=[C:13]([CH3:17])[N:14]=1, predict the reactants needed to synthesize it. The reactants are: [F:1][C:2]1[CH:3]=[C:4]([C:12]2[O:16][CH:15]=[N:14][C:13]=2[CH3:17])[CH:5]=[CH:6][C:7]=1[C:8]([F:11])([F:10])[F:9].C[Si]([N-][Si](C)(C)C)(C)C.[Li+].[Cl:28]C(Cl)(Cl)C(Cl)(Cl)Cl.O. (6) Given the product [N+:20]([C:15]1[CH:16]=[CH:17][CH:18]=[CH:19][C:14]=1[C:6]1[C:5]([C:3]([OH:2])=[O:4])=[CH:10][C:9]([C:11]2[S:13][CH:30]=[C:29]([C:28]3[CH:33]=[CH:34][C:25]([C:24]([F:23])([F:35])[F:36])=[CH:26][CH:27]=3)[N:12]=2)=[CH:8][CH:7]=1)([O-:22])=[O:21], predict the reactants needed to synthesize it. The reactants are: C[O:2][C:3]([C:5]1[C:6]([C:14]2[CH:19]=[CH:18][CH:17]=[CH:16][C:15]=2[N+:20]([O-:22])=[O:21])=[CH:7][CH:8]=[C:9]([C:11](=[S:13])[NH2:12])[CH:10]=1)=[O:4].[F:23][C:24]([F:36])([F:35])[C:25]1[CH:34]=[CH:33][C:28]([C:29](=O)[CH2:30]Br)=[CH:27][CH:26]=1.